This data is from Catalyst prediction with 721,799 reactions and 888 catalyst types from USPTO. The task is: Predict which catalyst facilitates the given reaction. (1) Reactant: [C:1]1([CH:7]2[CH2:12][CH2:11][C:10](=[N:13]O)[CH2:9][CH2:8]2)[CH:6]=[CH:5][CH:4]=[CH:3][CH:2]=1.[H-].[Al+3].[Li+].[H-].[H-].[H-].O.[OH-].[Na+]. Product: [C:1]1([CH:7]2[CH2:8][CH2:9][CH:10]([NH2:13])[CH2:11][CH2:12]2)[CH:6]=[CH:5][CH:4]=[CH:3][CH:2]=1. The catalyst class is: 49. (2) Reactant: C(N(CC)CC)C.[Cl:8][C:9]1[C:10]([N:15]2[CH2:20][CH2:19][N:18]([CH2:21][CH2:22][NH:23][CH3:24])[CH2:17][CH2:16]2)=[N:11][CH:12]=[CH:13][N:14]=1.[CH3:25][N:26]1[CH:30]=[C:29]([S:31](Cl)(=[O:33])=[O:32])[CH:28]=[N:27]1. Product: [Cl:8][C:9]1[C:10]([N:15]2[CH2:16][CH2:17][N:18]([CH2:21][CH2:22][N:23]([CH3:24])[S:31]([C:29]3[CH:28]=[N:27][N:26]([CH3:25])[CH:30]=3)(=[O:33])=[O:32])[CH2:19][CH2:20]2)=[N:11][CH:12]=[CH:13][N:14]=1. The catalyst class is: 503. (3) Reactant: [CH3:1][O:2][C:3]1[CH:15]=[CH:14][C:6]([O:7][C@H:8]([CH:11]([CH3:13])[CH3:12])[CH2:9]O)=[CH:5][C:4]=1[O:16][CH2:17][CH2:18][CH2:19][O:20][CH3:21].C1C=CC(P(C2C=CC=CC=2)C2C=CC=CC=2)=CC=1.[Br:41]N1C(=O)CCC1=O. Product: [Br:41][CH2:9][C@H:8]([O:7][C:6]1[CH:14]=[CH:15][C:3]([O:2][CH3:1])=[C:4]([O:16][CH2:17][CH2:18][CH2:19][O:20][CH3:21])[CH:5]=1)[CH:11]([CH3:13])[CH3:12]. The catalyst class is: 2. (4) Reactant: [CH3:1][N:2]1[C:7](=[O:8])[C:6]([C:9]2[N:13]([C:14]3[CH:21]=[CH:20][C:17]([C:18]#[N:19])=[CH:16][CH:15]=3)[N:12]=[CH:11][CH:10]=2)=[C:5]([CH3:22])[N:4]([C:23]2[CH:28]=[CH:27][CH:26]=[C:25]([C:29]([F:32])([F:31])[F:30])[CH:24]=2)[C:3]1=[O:33].C(O)(=[O:36])C.[Se](=O)=O. Product: [OH:36][CH2:22][C:5]1[N:4]([C:23]2[CH:28]=[CH:27][CH:26]=[C:25]([C:29]([F:30])([F:31])[F:32])[CH:24]=2)[C:3](=[O:33])[N:2]([CH3:1])[C:7](=[O:8])[C:6]=1[C:9]1[N:13]([C:14]2[CH:15]=[CH:16][C:17]([C:18]#[N:19])=[CH:20][CH:21]=2)[N:12]=[CH:11][CH:10]=1. The catalyst class is: 12.